Dataset: Peptide-MHC class I binding affinity with 185,985 pairs from IEDB/IMGT. Task: Regression. Given a peptide amino acid sequence and an MHC pseudo amino acid sequence, predict their binding affinity value. This is MHC class I binding data. (1) The peptide sequence is RVQFIPGQR. The MHC is HLA-A26:03 with pseudo-sequence HLA-A26:03. The binding affinity (normalized) is 0.298. (2) The peptide sequence is SLPKTSGHY. The MHC is HLA-A11:01 with pseudo-sequence HLA-A11:01. The binding affinity (normalized) is 0.